From a dataset of Forward reaction prediction with 1.9M reactions from USPTO patents (1976-2016). Predict the product of the given reaction. (1) Given the reactants [CH3:1][N:2]1[C:6]2[CH:7]=[CH:8][C:9]([C:11]([NH:13][CH2:14][C:15](O)=[O:16])=[O:12])=[CH:10][C:5]=2[N:4]=[C:3]1[NH:18][C:19]1[S:20][C:21]2[CH:27]=[C:26]([O:28][C:29]([F:32])([F:31])[F:30])[CH:25]=[CH:24][C:22]=2[N:23]=1.[OH:33][CH:34]1[CH2:39][CH2:38][NH:37][CH2:36][CH2:35]1.CN(C(ON1N=NC2C=CC=CC1=2)=[N+](C)C)C.F[P-](F)(F)(F)(F)F.CCN(C(C)C)C(C)C, predict the reaction product. The product is: [OH:33][CH:34]1[CH2:39][CH2:38][N:37]([C:15](=[O:16])[CH2:14][NH:13][C:11]([C:9]2[CH:8]=[CH:7][C:6]3[N:2]([CH3:1])[C:3]([NH:18][C:19]4[S:20][C:21]5[CH:27]=[C:26]([O:28][C:29]([F:31])([F:30])[F:32])[CH:25]=[CH:24][C:22]=5[N:23]=4)=[N:4][C:5]=3[CH:10]=2)=[O:12])[CH2:36][CH2:35]1. (2) Given the reactants Br[C:2]1[CH:7]=[CH:6][C:5]([C:8]([N:10]2[CH2:14][CH2:13][CH2:12][C@H:11]2[CH2:15][N:16]2[CH2:20][CH2:19][CH2:18][CH2:17]2)=[O:9])=[C:4]([F:21])[CH:3]=1.[CH2:22]1[O:30][C:29]2[CH:28]=[CH:27][C:26](B(O)O)=[CH:25][C:24]=2[O:23]1, predict the reaction product. The product is: [O:23]1[C:24]2[CH:25]=[CH:26][C:27]([C:2]3[CH:7]=[CH:6][C:5]([C:8]([N:10]4[CH2:14][CH2:13][CH2:12][C@H:11]4[CH2:15][N:16]4[CH2:20][CH2:19][CH2:18][CH2:17]4)=[O:9])=[C:4]([F:21])[CH:3]=3)=[CH:28][C:29]=2[O:30][CH2:22]1. (3) Given the reactants [OH-].[Na+].[Br:3][C:4]1[CH:5]=[C:6]2[C:11](=[CH:12][CH:13]=1)[N:10]=[CH:9][C:8]([C:14]([O:16]CC)=[O:15])=[C:7]2[OH:19], predict the reaction product. The product is: [Br:3][C:4]1[CH:5]=[C:6]2[C:11](=[CH:12][CH:13]=1)[N:10]=[CH:9][C:8]([C:14]([OH:16])=[O:15])=[C:7]2[OH:19]. (4) Given the reactants ClC([O:4][C:5](Cl)(Cl)Cl)=O.Cl.[CH3:10][O:11][NH:12][CH3:13].[NH2:14][C:15]1[C:37]([Cl:38])=[CH:36][C:18]([C:19]([NH:21][CH2:22][C@@H:23]2[O:28][CH2:27][CH2:26][N:25]([CH2:29][CH:30]3[CH2:35][CH2:34][NH:33][CH2:32][CH2:31]3)[CH2:24]2)=[O:20])=[C:17]([O:39][CH2:40][CH3:41])[CH:16]=1, predict the reaction product. The product is: [NH2:14][C:15]1[C:37]([Cl:38])=[CH:36][C:18]([C:19]([NH:21][CH2:22][C@@H:23]2[O:28][CH2:27][CH2:26][N:25]([CH2:29][CH:30]3[CH2:31][CH2:32][N:33]([C:5](=[O:4])[N:12]([O:11][CH3:10])[CH3:13])[CH2:34][CH2:35]3)[CH2:24]2)=[O:20])=[C:17]([O:39][CH2:40][CH3:41])[CH:16]=1. (5) Given the reactants [C:1]12([NH2:11])[CH2:10][CH:5]3[CH2:6][CH:7]([CH2:9][CH:3]([CH2:4]3)[CH2:2]1)[CH2:8]2.[Br:12][C:13]1[S:14][CH:15]=[C:16]([CH:18]=O)[N:17]=1, predict the reaction product. The product is: [Br:12][C:13]1[S:14][CH:15]=[C:16]([CH2:18][NH:11][C:1]23[CH2:8][CH:7]4[CH2:6][CH:5]([CH2:4][CH:3]([CH2:9]4)[CH2:2]2)[CH2:10]3)[N:17]=1.